This data is from Catalyst prediction with 721,799 reactions and 888 catalyst types from USPTO. The task is: Predict which catalyst facilitates the given reaction. (1) Reactant: [O:1]1[CH:5]=[C:4]([CH2:6][N:7]2[C:11]([O:12][C:13]3[CH:18]=[CH:17][C:16]([C:19]([F:22])([F:21])[F:20])=[CH:15][CH:14]=3)=[CH:10][C:9]([C:23]3[CH:24]=[C:25]([C:29]4([NH2:33])[CH2:32][O:31][CH2:30]4)[CH:26]=[CH:27][CH:28]=3)=[N:8]2)[N:3]=[CH:2]1.[F:34][C:35]([F:42])([F:41])[CH2:36][S:37](Cl)(=[O:39])=[O:38].O. Product: [F:22][C:19]([F:20])([F:21])[C:16]1[CH:17]=[CH:18][C:13]([O:12][C:11]2[N:7]([CH2:6][C:4]3[N:3]=[CH:2][O:1][CH:5]=3)[N:8]=[C:9]([C:23]3[CH:24]=[C:25]([C:29]4([NH:33][S:37]([CH2:36][C:35]([F:42])([F:41])[F:34])(=[O:39])=[O:38])[CH2:32][O:31][CH2:30]4)[CH:26]=[CH:27][CH:28]=3)[CH:10]=2)=[CH:14][CH:15]=1. The catalyst class is: 2. (2) Reactant: C[Si]([N-][Si](C)(C)C)(C)C.[K+].[CH2:11]([O:13][C:14]([CH:16]1[CH2:21][CH:20]([NH:22][C:23]([C:25]2[C:26]([C:31]3[C:36](F)=[CH:35][CH:34]=[CH:33][C:32]=3[Cl:38])=[N:27][O:28][C:29]=2[CH3:30])=[O:24])[CH2:19][N:18]([C:39]([O:41][C:42]([CH3:45])([CH3:44])[CH3:43])=[O:40])[CH2:17]1)=[O:15])[CH3:12]. Product: [CH2:11]([O:13][C:14]([CH:16]1[CH2:21][CH:20]([N:22]2[C:36]3[CH:35]=[CH:34][CH:33]=[C:32]([Cl:38])[C:31]=3[C:26]3=[N:27][O:28][C:29]([CH3:30])=[C:25]3[C:23]2=[O:24])[CH2:19][N:18]([C:39]([O:41][C:42]([CH3:45])([CH3:44])[CH3:43])=[O:40])[CH2:17]1)=[O:15])[CH3:12]. The catalyst class is: 3.